This data is from Forward reaction prediction with 1.9M reactions from USPTO patents (1976-2016). The task is: Predict the product of the given reaction. Given the reactants [CH:1]12[CH2:6][CH:5]1[CH2:4][NH:3][CH:2]2[CH2:7][NH:8][C:9]([C:11]1[CH:12]=[CH:13][CH:14]=[C:15]2[O:19][CH:18]=[CH:17][C:16]=12)=[O:10].[N:20]1[CH:25]=[CH:24][CH:23]=[C:22]([C:26]2[CH:34]=[CH:33][CH:32]=[CH:31][C:27]=2[C:28](O)=[O:29])[CH:21]=1, predict the reaction product. The product is: [N:20]1[CH:25]=[CH:24][CH:23]=[C:22]([C:26]2[CH:34]=[CH:33][CH:32]=[CH:31][C:27]=2[C:28]([N:3]2[CH2:4][C@@H:5]3[C@@H:1]([CH2:6]3)[C@H:2]2[CH2:7][NH:8][C:9]([C:11]2[CH:12]=[CH:13][CH:14]=[C:15]3[O:19][CH:18]=[CH:17][C:16]=23)=[O:10])=[O:29])[CH:21]=1.